Dataset: Forward reaction prediction with 1.9M reactions from USPTO patents (1976-2016). Task: Predict the product of the given reaction. (1) Given the reactants [F:1][C:2]1[CH:11]=[C:10]2[C:5]([CH2:6][CH2:7][N:8]=[C:9]2[CH3:12])=[CH:4][CH:3]=1.C(O[BH-](OC(=O)C)OC(=O)C)(=O)C.[Na+], predict the reaction product. The product is: [F:1][C:2]1[CH:11]=[C:10]2[C:5]([CH2:6][CH2:7][NH:8][CH:9]2[CH3:12])=[CH:4][CH:3]=1. (2) Given the reactants [CH3:1][S:2]([O:5][C:6]1[CH:11]=[CH:10][C:9]([N+:12]([O-])=O)=[C:8]([NH:15][CH:16]2[CH2:21][CH2:20][CH2:19][CH2:18][CH2:17]2)[N:7]=1)(=[O:4])=[O:3], predict the reaction product. The product is: [CH3:1][S:2]([O:5][C:6]1[CH:11]=[CH:10][C:9]([NH2:12])=[C:8]([NH:15][CH:16]2[CH2:17][CH2:18][CH2:19][CH2:20][CH2:21]2)[N:7]=1)(=[O:3])=[O:4]. (3) The product is: [C:17]([O:22][CH2:23][CH2:24][NH:25][C:26]([CH:2]([C:1]([O:8][CH3:9])=[O:7])[C:3]([O:5][CH3:6])=[O:4])=[O:27])(=[O:21])[C:18]([CH3:20])=[CH2:19]. Given the reactants [C:1]([O:8][CH3:9])(=[O:7])[CH2:2][C:3]([O:5][CH3:6])=[O:4].C(N(CC)CC)C.[C:17]([O:22][CH2:23][CH2:24][N:25]=[C:26]=[O:27])(=[O:21])[C:18]([CH3:20])=[CH2:19], predict the reaction product. (4) Given the reactants [S:1]1[CH2:6][CH:5]=[C:4]([C:7]2[CH:8]=[CH:9][C:10]([NH2:13])=[N:11][CH:12]=2)[CH2:3][CH2:2]1, predict the reaction product. The product is: [S:1]1[CH2:2][CH2:3][CH:4]([C:7]2[CH:8]=[CH:9][C:10]([NH2:13])=[N:11][CH:12]=2)[CH2:5][CH2:6]1. (5) Given the reactants [Cl:1][CH2:2][C:3](=[O:9])[CH2:4][C:5]([O:7][CH3:8])=[O:6].[CH2:10](O)[CH2:11]C, predict the reaction product. The product is: [Cl:1][CH2:2][C:3](=[O:9])[CH2:4][C:5]([O:7][CH2:8][CH2:10][CH3:11])=[O:6]. (6) Given the reactants [Br:1][C:2]1[CH:7]=[CH:6][C:5]([C:8]2[CH2:9][CH2:10][CH2:11][N:12]=2)=[CH:4][CH:3]=1.[F:13][C:14]([F:20])([F:19])S(O)(=O)=O.F.[K].C[Si](C)(C)C(F)(F)F, predict the reaction product. The product is: [Br:1][C:2]1[CH:3]=[CH:4][C:5]([C@@:8]2([C:14]([F:20])([F:19])[F:13])[CH2:9][CH2:10][CH2:11][NH:12]2)=[CH:6][CH:7]=1. (7) Given the reactants [F:1][C@H:2]([C:4]1[S:8][C:7]2=[N:9][C:10]([C:12]3[O:13][C:14]4[C:15](=[C:17]([OH:23])[CH:18]=[C:19]([O:21][CH3:22])[CH:20]=4)[CH:16]=3)=[CH:11][N:6]2[N:5]=1)[CH3:3].O[CH2:25][C:26]1[N:31]=[C:30]([C:32]2([OH:38])[CH2:37][CH2:36][O:35][CH2:34][CH2:33]2)[CH:29]=[CH:28][CH:27]=1.C(P(CCCC)CCCC)CCC.N(C(N1CCCCC1)=O)=NC(N1CCCCC1)=O, predict the reaction product. The product is: [F:1][C@H:2]([C:4]1[S:8][C:7]2=[N:9][C:10]([C:12]3[O:13][C:14]4[CH:20]=[C:19]([O:21][CH3:22])[CH:18]=[C:17]([O:23][CH2:25][C:26]5[N:31]=[C:30]([C:32]6([OH:38])[CH2:37][CH2:36][O:35][CH2:34][CH2:33]6)[CH:29]=[CH:28][CH:27]=5)[C:15]=4[CH:16]=3)=[CH:11][N:6]2[N:5]=1)[CH3:3]. (8) Given the reactants [CH2:1]([C:3]1[CH:4]=[N:5][C:6]([N:9]2[CH2:14][CH2:13][CH:12]([N:15]3[CH2:20][CH2:19][CH2:18][C@H:17]([NH:21]C(=O)OCC4C=CC=CC=4)[C:16]3=[O:32])[CH2:11][CH2:10]2)=[N:7][CH:8]=1)[CH3:2].[H][H], predict the reaction product. The product is: [NH2:21][C@H:17]1[CH2:18][CH2:19][CH2:20][N:15]([CH:12]2[CH2:13][CH2:14][N:9]([C:6]3[N:7]=[CH:8][C:3]([CH2:1][CH3:2])=[CH:4][N:5]=3)[CH2:10][CH2:11]2)[C:16]1=[O:32].